This data is from Full USPTO retrosynthesis dataset with 1.9M reactions from patents (1976-2016). The task is: Predict the reactants needed to synthesize the given product. (1) Given the product [C:1]([C:3]1[CH:4]=[C:5]([C:14]2[O:18][N:17]=[C:16]([C:19]3[CH:27]=[CH:26][C:25]4[NH:24][C:23]5[CH:28]([CH2:31][C:32]([OH:34])=[O:33])[CH2:29][CH2:30][C:22]=5[C:21]=4[CH:20]=3)[N:15]=2)[CH:6]=[CH:7][C:8]=1[O:47][CH:48]1[CH2:44][CH2:45][CH2:46][CH2:37]1)#[N:2], predict the reactants needed to synthesize it. The reactants are: [C:1]([C:3]1[CH:4]=[C:5]([C:14]2[O:18][N:17]=[C:16]([C:19]3[CH:27]=[CH:26][C:25]4[NH:24][C:23]5[CH:28]([CH2:31][C:32]([O:34]CC)=[O:33])[CH2:29][CH2:30][C:22]=5[C:21]=4[CH:20]=3)[N:15]=2)[CH:6]=[C:7](OC(F)(F)F)[CH:8]=1)#[N:2].[CH3:37][Si](C)(C)[O-].[K+].Cl.[CH2:44]1[CH2:48][O:47][CH2:46][CH2:45]1. (2) The reactants are: [CH:1]1([C:7]2[CH:32]=[CH:31][C:10]([C:11]([N:13]3[C:19]4[CH:20]=[CH:21][CH:22]=[CH:23][C:18]=4[CH2:17][N:16]4[C:24]([C:27]([NH:29][NH2:30])=[O:28])=[CH:25][CH:26]=[C:15]4[CH2:14]3)=[O:12])=[CH:9][CH:8]=2)[CH2:6][CH2:5][CH2:4][CH2:3][CH2:2]1.[C:33]1([N:39]=[C:40]=[O:41])[CH:38]=[CH:37][CH:36]=[CH:35][CH:34]=1. Given the product [CH:1]1([C:7]2[CH:32]=[CH:31][C:10]([C:11]([N:13]3[C:19]4[CH:20]=[CH:21][CH:22]=[CH:23][C:18]=4[CH2:17][N:16]4[C:24]([C:27]([NH:29][NH:30][C:40]([NH:39][C:33]5[CH:38]=[CH:37][CH:36]=[CH:35][CH:34]=5)=[O:41])=[O:28])=[CH:25][CH:26]=[C:15]4[CH2:14]3)=[O:12])=[CH:9][CH:8]=2)[CH2:2][CH2:3][CH2:4][CH2:5][CH2:6]1, predict the reactants needed to synthesize it.